Dataset: Full USPTO retrosynthesis dataset with 1.9M reactions from patents (1976-2016). Task: Predict the reactants needed to synthesize the given product. (1) Given the product [NH2:23][C:21](=[O:22])[C:20](=[O:24])[CH:19]([NH:18][C:15]([C:9]1[N:8]([CH2:1][C:2]2[CH:3]=[CH:4][CH:5]=[CH:6][CH:7]=2)[C:13](=[O:14])[CH:12]=[CH:11][CH:10]=1)=[O:17])[CH2:25][C:26]1[CH:27]=[CH:28][CH:29]=[CH:30][CH:31]=1, predict the reactants needed to synthesize it. The reactants are: [CH2:1]([N:8]1[C:13](=[O:14])[CH:12]=[CH:11][CH:10]=[C:9]1[C:15]([OH:17])=O)[C:2]1[CH:7]=[CH:6][CH:5]=[CH:4][CH:3]=1.[NH2:18][CH:19]([CH2:25][C:26]1[CH:31]=[CH:30][CH:29]=[CH:28][CH:27]=1)[CH:20]([OH:24])[C:21]([NH2:23])=[O:22].O[NH-].O=[N-]. (2) Given the product [N:15]1([CH2:2][CH2:3][O:4][C:5]2[CH:12]=[CH:11][C:8]([CH:9]=[O:10])=[CH:7][CH:6]=2)[CH:19]=[CH:18][N:17]=[CH:16]1, predict the reactants needed to synthesize it. The reactants are: Cl[CH2:2][CH2:3][O:4][C:5]1[CH:12]=[CH:11][C:8]([CH:9]=[O:10])=[CH:7][CH:6]=1.[H-].[Na+].[NH:15]1[CH:19]=[CH:18][N:17]=[CH:16]1.O.